From a dataset of Reaction yield outcomes from USPTO patents with 853,638 reactions. Predict the reaction yield, written as a fraction of the theoretical maximum amount of product (1.0 means a 100% yield; for example, 0.34 means a 34% yield). (1) The reactants are [F:1][C:2]1[CH:24]=[CH:23][C:5]([CH2:6][O:7][C:8]2[N:13]=[CH:12][C:11]([N:14]3[C:18](=[O:19])[CH2:17][CH:16]([C:20]([OH:22])=O)[CH2:15]3)=[CH:10][CH:9]=2)=[CH:4][CH:3]=1.Cl.CN.[CH2:28]([N:30](CC)CC)C. The catalyst is CN(C)C=O. The product is [CH3:28][NH:30][C:20]([CH:16]1[CH2:17][C:18](=[O:19])[N:14]([C:11]2[CH:12]=[N:13][C:8]([O:7][CH2:6][C:5]3[CH:4]=[CH:3][C:2]([F:1])=[CH:24][CH:23]=3)=[CH:9][CH:10]=2)[CH2:15]1)=[O:22]. The yield is 0.150. (2) The reactants are [CH3:1][O:2][C:3](=[O:23])/[C:4](/[CH2:13][C:14]1[CH:19]=[CH:18][C:17]([C:20](O)=[O:21])=[CH:16][CH:15]=1)=[C:5](/[CH:10]([CH3:12])[CH3:11])\[C:6]([O:8][CH3:9])=[O:7].N.O1CCOCC1.[Cl-].COC1N=C(OC)N=C([N+]2(C)CCOCC2)[N:35]=1.CCCCCC.C(OCC)(=O)C. The catalyst is O1CCCC1. The product is [CH3:1][O:2][C:3](=[O:23])/[C:4](/[CH2:13][C:14]1[CH:19]=[CH:18][C:17]([C:20](=[O:21])[NH2:35])=[CH:16][CH:15]=1)=[C:5](/[CH:10]([CH3:12])[CH3:11])\[C:6]([O:8][CH3:9])=[O:7]. The yield is 0.900. (3) The reactants are [C:1]([Si:5]([CH3:13])([CH3:12])[O:6][CH2:7][CH2:8][CH2:9][CH2:10][OH:11])([CH3:4])([CH3:3])[CH3:2].[N+:14]([C:17]1[CH:24]=[CH:23][CH:22]=[C:21]([N+]([O-])=O)[C:18]=1[C:19]#[N:20])([O-:16])=[O:15]. No catalyst specified. The product is [Si:5]([O:6][CH2:7][CH2:8][CH2:9][CH2:10][O:11][C:21]1[CH:22]=[CH:23][CH:24]=[C:17]([N+:14]([O-:16])=[O:15])[C:18]=1[C:19]#[N:20])([C:1]([CH3:4])([CH3:3])[CH3:2])([CH3:13])[CH3:12]. The yield is 0.250. (4) The reactants are [Cl:1][C:2]1[N:7]=[CH:6][C:5]([NH:8][C:9](=[O:15])[O:10][C:11]([CH3:14])([CH3:13])[CH3:12])=[CH:4][CH:3]=1.[Li]CCCC.[I:21]I.O. The catalyst is C1COCC1. The product is [Cl:1][C:2]1[N:7]=[CH:6][C:5]([NH:8][C:9](=[O:15])[O:10][C:11]([CH3:12])([CH3:14])[CH3:13])=[C:4]([I:21])[CH:3]=1. The yield is 0.323. (5) The reactants are [CH3:1][C:2]1([C:21]([O:23][C:24]([CH3:27])([CH3:26])[CH3:25])=[O:22])[C:10]2[C:5](=[CH:6][CH:7]=[CH:8][CH:9]=2)[CH2:4][N:3]1C(OCC1C=CC=CC=1)=O. The catalyst is CO.[Pd]. The product is [CH3:1][C:2]1([C:21]([O:23][C:24]([CH3:27])([CH3:26])[CH3:25])=[O:22])[C:10]2[C:5](=[CH:6][CH:7]=[CH:8][CH:9]=2)[CH2:4][NH:3]1. The yield is 0.877. (6) The reactants are [F:1][C:2]1[CH:7]=[CH:6][C:5]([CH:8]([C:24]2[CH:29]=[CH:28][C:27]([F:30])=[CH:26][CH:25]=2)[N:9]2[CH2:14][CH2:13][N:12]([CH2:15]/[CH:16]=[CH:17]\[CH2:18][O:19][CH2:20][C:21]([OH:23])=[O:22])[CH2:11][CH2:10]2)=[CH:4][CH:3]=1.[ClH:31].[CH:32](O)([CH3:34])[CH3:33]. No catalyst specified. The product is [ClH:31].[ClH:31].[CH:32]([O:22][C:21](=[O:23])[CH2:20][O:19][CH2:18]/[CH:17]=[CH:16]\[CH2:15][N:12]1[CH2:13][CH2:14][N:9]([CH:8]([C:24]2[CH:25]=[CH:26][C:27]([F:30])=[CH:28][CH:29]=2)[C:5]2[CH:6]=[CH:7][C:2]([F:1])=[CH:3][CH:4]=2)[CH2:10][CH2:11]1)([CH3:34])[CH3:33]. The yield is 0.758. (7) The reactants are [C:1](O)(=[O:4])[C:2]#[CH:3].O=C1N(P(Cl)(N2CCOC2=O)=O)CCO1.C(N(C(C)C)C(C)C)C.Cl.[NH2:31][C:32]1[N:37]=[CH:36][N:35]=[C:34]([NH:38][CH2:39][C@@H:40]2[CH2:45][CH2:44][NH:43][CH2:42][C@H:41]2[OH:46])[C:33]=1[C:47]1[CH:52]=[CH:51][C:50]([O:53][C:54]2[CH:59]=[CH:58][CH:57]=[CH:56][CH:55]=2)=[CH:49][CH:48]=1. The catalyst is CN(C=O)C. The product is [NH2:31][C:32]1[N:37]=[CH:36][N:35]=[C:34]([NH:38][CH2:39][C@@H:40]2[CH2:45][CH2:44][N:43]([C:1](=[O:4])[C:2]#[CH:3])[CH2:42][C@H:41]2[OH:46])[C:33]=1[C:47]1[CH:52]=[CH:51][C:50]([O:53][C:54]2[CH:59]=[CH:58][CH:57]=[CH:56][CH:55]=2)=[CH:49][CH:48]=1. The yield is 0.186. (8) The catalyst is [Br-].C([N+](CCCC)(CCCC)CCCC)CCC.C1(C)C=CC=CC=1. The yield is 0.570. The reactants are [OH-].[Na+].[Cl:3][C:4]1[N:9]=[C:8]([N:10]2[CH2:15][CH2:14][O:13][CH2:12][C@H:11]2[CH3:16])[CH:7]=[C:6]([CH2:17][S:18]([CH2:21][CH3:22])(=[O:20])=[O:19])[N:5]=1.Br[CH2:24][CH2:25]Br.CCOC(C)=O. The product is [Cl:3][C:4]1[N:9]=[C:8]([N:10]2[CH2:15][CH2:14][O:13][CH2:12][C@H:11]2[CH3:16])[CH:7]=[C:6]([C:17]2([S:18]([CH2:21][CH3:22])(=[O:20])=[O:19])[CH2:25][CH2:24]2)[N:5]=1.